From a dataset of Reaction yield outcomes from USPTO patents with 853,638 reactions. Predict the reaction yield, written as a fraction of the theoretical maximum amount of product (1.0 means a 100% yield; for example, 0.34 means a 34% yield). (1) The reactants are [CH3:1][O:2][C:3]1[CH:8]=[C:7](F)[C:6](C)=[CH:5][C:4]=1[N+:11]([O-:13])=[O:12].CS([N:18]1[CH2:23][CH2:22][NH:21][CH2:20][CH2:19]1)(=O)=O.C([O-])([O-])=O.[K+].[K+].O. The catalyst is CS(C)=O. The product is [CH3:1][O:2][C:3]1[CH:8]=[C:7]([N:18]2[CH2:23][CH2:22][NH:21][CH2:20][CH2:19]2)[CH:6]=[CH:5][C:4]=1[N+:11]([O-:13])=[O:12]. The yield is 0.980. (2) The reactants are [CH3:1][O:2][CH2:3][C@H:4]([CH3:40])[O:5][C:6]1[CH:7]=[C:8]([C:23]2[N:24](C(OC(C)(C)C)=O)[C:25]([C:28]3[S:29][CH:30]=[CH:31][N:32]=3)=[CH:26][CH:27]=2)[CH:9]=[C:10]([O:12][C:13]2[CH:18]=[CH:17][C:16]([S:19]([CH3:22])(=[O:21])=[O:20])=[CH:15][CH:14]=2)[CH:11]=1.FC(F)(F)C(O)=O. The catalyst is ClCCl. The product is [CH3:1][O:2][CH2:3][C@H:4]([CH3:40])[O:5][C:6]1[CH:7]=[C:8]([C:23]2[NH:24][C:25]([C:28]3[S:29][CH:30]=[CH:31][N:32]=3)=[CH:26][CH:27]=2)[CH:9]=[C:10]([O:12][C:13]2[CH:18]=[CH:17][C:16]([S:19]([CH3:22])(=[O:20])=[O:21])=[CH:15][CH:14]=2)[CH:11]=1. The yield is 0.880.